Predict the product of the given reaction. From a dataset of Forward reaction prediction with 1.9M reactions from USPTO patents (1976-2016). Given the reactants C(C1C=CC(C2C=CC(C[C@H](NC(C3CC4C=C5C(O[C@@H](C6C=CC(OCC7C=CC(Cl)=C(Cl)C=7)=CC=6)C(=O)N5C)=CC=4CN3C(O)=O)=O)C(OC)=O)=CC=2)=CC=1)#N.[CH3:59][O:60][C:61](=[O:126])[C@@H:62]([NH:78][C:79]([CH:81]1[CH2:94][C:93]2[CH:92]=[C:91]3[C:86]([O:87][C@@H:88]([C:97]4[CH:102]=[CH:101][C:100]([O:103][CH2:104][C:105]5[CH:110]=[CH:109][C:108]([Cl:111])=[C:107]([Cl:112])[CH:106]=5)=[CH:99][CH:98]=4)[C:89](=[O:96])[N:90]3[CH3:95])=[CH:85][C:84]=2[CH2:83][N:82]1[S:113]([C:116]1[S:120][C:119]([NH:121]C(=O)C)=[N:118][C:117]=1[CH3:125])(=[O:115])=[O:114])=[O:80])[CH2:63][C:64]1[CH:69]=[CH:68][C:67]([C:70]2[CH:75]=[CH:74][C:73]([C:76]#[N:77])=[CH:72][CH:71]=2)=[CH:66][CH:65]=1, predict the reaction product. The product is: [CH3:59][O:60][C:61](=[O:126])[C@@H:62]([NH:78][C:79]([CH:81]1[CH2:94][C:93]2[CH:92]=[C:91]3[C:86]([O:87][C@@H:88]([C:97]4[CH:98]=[CH:99][C:100]([O:103][CH2:104][C:105]5[CH:110]=[CH:109][C:108]([Cl:111])=[C:107]([Cl:112])[CH:106]=5)=[CH:101][CH:102]=4)[C:89](=[O:96])[N:90]3[CH3:95])=[CH:85][C:84]=2[CH2:83][N:82]1[S:113]([C:116]1[S:120][C:119]([NH2:121])=[N:118][C:117]=1[CH3:125])(=[O:115])=[O:114])=[O:80])[CH2:63][C:64]1[CH:65]=[CH:66][C:67]([C:70]2[CH:71]=[CH:72][C:73]([C:76]#[N:77])=[CH:74][CH:75]=2)=[CH:68][CH:69]=1.